This data is from Full USPTO retrosynthesis dataset with 1.9M reactions from patents (1976-2016). The task is: Predict the reactants needed to synthesize the given product. (1) Given the product [Si:25]([O:15][CH2:14][C@H:11]1[CH2:12][CH2:13][N:9]([C@@H:7]([C:1]2[CH:2]=[CH:3][CH:4]=[CH:5][CH:6]=2)[CH3:8])[CH2:10]1)([C:21]([CH3:24])([CH3:23])[CH3:22])([CH3:28])[CH3:27], predict the reactants needed to synthesize it. The reactants are: [C:1]1([C@H:7]([N:9]2[CH2:13][CH2:12][C@H:11]([CH2:14][OH:15])[CH2:10]2)[CH3:8])[CH:6]=[CH:5][CH:4]=[CH:3][CH:2]=1.N1C=CN=C1.[C:21]([Si:25]([CH3:28])([CH3:27])Cl)([CH3:24])([CH3:23])[CH3:22].O. (2) Given the product [Br:1][C:2]1[CH:10]=[C:9]([O:11][CH3:12])[C:8]([O:13][CH2:21][C:20]2[CH:15]=[CH:16][C:17]([O:26][CH3:27])=[CH:18][CH:19]=2)=[CH:7][C:3]=1[C:4]([O:6][CH2:37][CH3:38])=[O:5].[Br:14][C:15]1[C:20]([C:21]([O:23][CH2:24][CH3:25])=[O:22])=[CH:19][CH:18]=[C:17]([O:26][CH3:27])[C:16]=1[O:28][CH2:41][C:40]1[CH:44]=[CH:45][C:37]([O:36][CH3:35])=[CH:38][CH:39]=1, predict the reactants needed to synthesize it. The reactants are: [Br:1][C:2]1[CH:10]=[C:9]([O:11][CH3:12])[C:8]([OH:13])=[CH:7][C:3]=1[C:4]([O-:6])=[O:5].[Br:14][C:15]1[C:20]([C:21]([O:23][CH2:24][CH3:25])=[O:22])=[CH:19][CH:18]=[C:17]([O:26][CH3:27])[C:16]=1[OH:28].C([O-])([O-])=O.[K+].[K+].[CH3:35][O:36][C:37]1[CH:45]=[CH:44][C:40]([C:41](Cl)=O)=[CH:39][CH:38]=1. (3) Given the product [Br:1][C:2]1[C:11]([CH2:12][OH:17])=[C:10]2[C:5]([CH:6]=[CH:7][C:8]([O:14][CH3:15])=[N:9]2)=[CH:4][CH:3]=1, predict the reactants needed to synthesize it. The reactants are: [Br:1][C:2]1[C:11]([CH2:12]Br)=[C:10]2[C:5]([CH:6]=[CH:7][C:8]([O:14][CH3:15])=[N:9]2)=[CH:4][CH:3]=1.C([O-])(O)=[O:17].[Na+]. (4) Given the product [OH:42][CH:40]1[CH2:36][N:35]([CH:2]2[C:10]3[C:5](=[C:6]([C:11]4[S:15][C:14]([C:16]5[CH:17]=[CH:18][C:19]([O:24][CH:25]([CH3:27])[CH3:26])=[C:20]([CH:23]=5)[C:21]#[N:22])=[N:13][CH:12]=4)[CH:7]=[CH:8][CH:9]=3)[CH2:4][CH2:3]2)[CH2:38]1, predict the reactants needed to synthesize it. The reactants are: O[CH:2]1[C:10]2[C:5](=[C:6]([C:11]3[S:15][C:14]([C:16]4[CH:17]=[CH:18][C:19]([O:24][CH:25]([CH3:27])[CH3:26])=[C:20]([CH:23]=4)[C:21]#[N:22])=[N:13][CH:12]=3)[CH:7]=[CH:8][CH:9]=2)[CH2:4][CH2:3]1.S(Cl)(Cl)=O.C([N:35]([CH:38]([CH3:40])C)[CH2:36]C)(C)C.C(CN)[OH:42]. (5) Given the product [CH:1]1([C:4]2[N:13]=[C:12]([N:14]3[CH2:19][CH2:18][N:17]([C:20]4[CH:25]=[CH:24][C:23]([C:53]([OH:55])=[O:54])=[CH:22][C:21]=4[O:27][CH3:28])[CH2:16][CH2:15]3)[C:11]3[C:6](=[CH:7][C:8]([O:31][CH3:32])=[C:9]([O:29][CH3:30])[CH:10]=3)[N:5]=2)[CH2:3][CH2:2]1, predict the reactants needed to synthesize it. The reactants are: [CH:1]1([C:4]2[N:13]=[C:12]([N:14]3[CH2:19][CH2:18][N:17]([C:20]4[CH:25]=[CH:24][C:23](F)=[CH:22][C:21]=4[O:27][CH3:28])[CH2:16][CH2:15]3)[C:11]3[C:6](=[CH:7][C:8]([O:31][CH3:32])=[C:9]([O:29][CH3:30])[CH:10]=3)[N:5]=2)[CH2:3][CH2:2]1.FC1C=CC(N2CCNCC2)=C(OC)C=1.COC1C=C(C=CC=1N1CCNCC1)[C:53]([OH:55])=[O:54]. (6) Given the product [Br:1][C:2]1[CH:3]=[C:4]([CH:8]=[CH:9][N:10]=1)[C:5]([N:13]([O:14][CH3:15])[CH3:12])=[O:6], predict the reactants needed to synthesize it. The reactants are: [Br:1][C:2]1[CH:3]=[C:4]([CH:8]=[CH:9][N:10]=1)[C:5](O)=[O:6].Cl.[CH3:12][NH:13][O:14][CH3:15].CN(C)CCCN=C=NCC.N1C=CC=CC=1. (7) Given the product [OH:1][C@H:2]([CH2:3][C:4]#[N:5])[CH2:14][C:12]([OH:11])=[O:13], predict the reactants needed to synthesize it. The reactants are: [OH:1][CH:2](CC#N)[CH2:3][C:4]#[N:5].CC[O:11][C:12]([CH3:14])=[O:13].Cl. (8) Given the product [CH3:2][C:3]1[C:7]([CH2:8][N:9]2[CH:13]=[C:12]([NH:14][C:21](=[O:22])[C:20]3[CH:24]=[CH:25][CH:26]=[C:18]([O:17][CH3:16])[CH:19]=3)[CH:11]=[N:10]2)=[C:6]([CH3:15])[O:5][N:4]=1, predict the reactants needed to synthesize it. The reactants are: Cl.[CH3:2][C:3]1[C:7]([CH2:8][N:9]2[CH:13]=[C:12]([NH2:14])[CH:11]=[N:10]2)=[C:6]([CH3:15])[O:5][N:4]=1.[CH3:16][O:17][C:18]1[CH:19]=[C:20]([CH:24]=[CH:25][CH:26]=1)[C:21](O)=[O:22].C(Cl)CCl.C(N(CC)CC)C.